This data is from Reaction yield outcomes from USPTO patents with 853,638 reactions. The task is: Predict the reaction yield, written as a fraction of the theoretical maximum amount of product (1.0 means a 100% yield; for example, 0.34 means a 34% yield). (1) The reactants are [C-:1]#[N:2].[Na+].[Cl-].[NH4+:5].[F:6][C:7]([F:13])([F:12])[CH2:8][CH2:9][CH2:10]O. The catalyst is O.CO. The product is [NH2:5][CH:10]([CH2:9][CH2:8][C:7]([F:13])([F:12])[F:6])[C:1]#[N:2]. The yield is 1.00. (2) The reactants are [CH3:1][N:2]([CH2:15][CH2:16][CH2:17][CH2:18][CH2:19][NH:20]C(=O)OC(C)(C)C)[S:3]([C:6]1[CH:11]=[CH:10][CH:9]=[CH:8][C:7]=1[N+:12]([O-:14])=[O:13])(=[O:5])=[O:4].FC(F)(F)C(O)=O. The catalyst is C(Cl)Cl.C(OC(C)C)(C)C. The product is [NH2:20][CH2:19][CH2:18][CH2:17][CH2:16][CH2:15][N:2]([CH3:1])[S:3]([C:6]1[CH:11]=[CH:10][CH:9]=[CH:8][C:7]=1[N+:12]([O-:14])=[O:13])(=[O:4])=[O:5]. The yield is 1.00. (3) The reactants are [C:1]([O:5][C:6](=[O:12])[NH:7][CH2:8][CH2:9][CH2:10][NH2:11])([CH3:4])([CH3:3])[CH3:2].[CH3:13][C:14]1[C:15]([CH:20]=O)=[N:16][CH:17]=[CH:18][CH:19]=1.[BH-](O[C:32]([CH3:34])=O)(OC(C)=O)OC(C)=O.[Na+]. No catalyst specified. The product is [C:1]([O:5][C:6](=[O:12])[NH:7][CH2:8][CH2:9][CH2:10][N:11]([CH2:18][C:17]1[C:32]([CH3:34])=[CH:13][CH:14]=[CH:15][N:16]=1)[CH2:20][C:15]1[C:14]([CH3:13])=[CH:19][CH:18]=[CH:17][N:16]=1)([CH3:4])([CH3:2])[CH3:3]. The yield is 0.550. (4) The reactants are [CH2:1]([Li])[CH2:2][CH2:3][CH3:4].O=O.Br[C:9]1[CH:14]=[CH:13][C:12]([CH3:15])=[C:11]([CH2:16][C:17]2[CH:22]=[CH:21][C:20]([O:23][CH3:24])=[CH:19][CH:18]=2)[CH:10]=1.CON(C)[C:28](=[O:80])[C@H:29]([O:72]CC1C=CC=CC=1)[C@@H:30]([O:64][CH2:65][C:66]1[CH:71]=[CH:70][CH:69]=[CH:68][CH:67]=1)[C@H:31]([O:56][CH2:57][C:58]1[CH:63]=[CH:62][CH:61]=[CH:60][CH:59]=1)[C:32]([OH:55])([CH2:44][O:45][CH2:46][C:47]1[CH:52]=[CH:51][C:50]([O:53][CH3:54])=[CH:49][CH:48]=1)[CH2:33][O:34][CH2:35][C:36]1[CH:41]=[CH:40][C:39]([O:42][CH3:43])=[CH:38][CH:37]=1.[Al].O1C[CH2:86][CH2:85][CH2:84]1. The catalyst is C(OCC)C. The product is [CH2:1]([O:72][CH:29]1[C@@H:30]([O:64][CH2:65][C:66]2[CH:67]=[CH:68][CH:69]=[CH:70][CH:71]=2)[C@H:31]([O:56][CH2:57][C:58]2[CH:63]=[CH:62][CH:61]=[CH:60][CH:59]=2)[C:32]([CH2:44][O:45][CH2:46][C:47]2[CH:48]=[CH:49][C:50]([O:53][CH3:54])=[CH:51][CH:52]=2)([CH2:33][O:34][CH2:35][C:36]2[CH:37]=[CH:38][C:39]([O:42][CH3:43])=[CH:40][CH:41]=2)[O:55][C:28]1([C:9]1[CH:14]=[CH:13][C:12]([CH3:15])=[C:11]([CH2:16][C:17]2[CH:22]=[CH:21][C:20]([O:23][CH3:24])=[CH:19][CH:18]=2)[CH:10]=1)[OH:80])[C:2]1[CH:86]=[CH:85][CH:84]=[CH:4][CH:3]=1. The yield is 0.610. (5) The reactants are [NH2:1][C:2]1[CH:3]=[C:4]2[C:20](=[O:21])[NH:19][N:18]=[CH:17][C:6]3=[C:7]([C:11]4[CH:16]=[CH:15][CH:14]=[CH:13][CH:12]=4)[NH:8][C:9]([CH:10]=1)=[C:5]23.C(N(CC)CC)C.Br[CH2:30][C:31]1[CH:36]=[CH:35][CH:34]=[C:33]([Cl:37])[CH:32]=1. The catalyst is CN(C)C=O. The product is [Cl:37][C:33]1[CH:32]=[C:31]([CH:36]=[CH:35][CH:34]=1)[CH2:30][NH:1][C:2]1[CH:3]=[C:4]2[C:20](=[O:21])[NH:19][N:18]=[CH:17][C:6]3=[C:7]([C:11]4[CH:12]=[CH:13][CH:14]=[CH:15][CH:16]=4)[NH:8][C:9]([CH:10]=1)=[C:5]23. The yield is 0.710. (6) The reactants are [CH3:1][O:2][C:3]1[C:18]([O:19][CH3:20])=[CH:17][C:6]2[CH2:7][C:8](=[O:16])[N:9]([CH2:12][CH2:13][CH:14]=O)[CH2:10][CH2:11][C:5]=2[CH:4]=1.[CH3:21][NH2:22].[BH4-].[Na+]. The catalyst is CO. The product is [CH3:1][O:2][C:3]1[C:18]([O:19][CH3:20])=[CH:17][C:6]2[CH2:7][C:8](=[O:16])[N:9]([CH2:12][CH2:13][CH2:14][NH:22][CH3:21])[CH2:10][CH2:11][C:5]=2[CH:4]=1. The yield is 0.800. (7) The reactants are [CH3:1][O:2][C:3](=[O:24])[C@@H:4]([NH:7][C:8](=[O:23])[C:9]1[CH:14]=[CH:13][C:12]([C:15]#[C:16][C:17]2[CH:22]=[CH:21][CH:20]=[CH:19][CH:18]=2)=[CH:11][CH:10]=1)[CH2:5][NH2:6].Cl.CCN(C(C)C)C(C)C.[Br:35][CH2:36][C:37](Br)=[O:38]. The catalyst is C(Cl)Cl. The product is [CH3:1][O:2][C:3](=[O:24])[C@@H:4]([NH:7][C:8](=[O:23])[C:9]1[CH:14]=[CH:13][C:12]([C:15]#[C:16][C:17]2[CH:18]=[CH:19][CH:20]=[CH:21][CH:22]=2)=[CH:11][CH:10]=1)[CH2:5][NH:6][C:37](=[O:38])[CH2:36][Br:35]. The yield is 0.650.